Dataset: Peptide-MHC class II binding affinity with 134,281 pairs from IEDB. Task: Regression. Given a peptide amino acid sequence and an MHC pseudo amino acid sequence, predict their binding affinity value. This is MHC class II binding data. (1) The peptide sequence is EAGKESCFCYFDCSK. The MHC is HLA-DQA10101-DQB10501 with pseudo-sequence HLA-DQA10101-DQB10501. The binding affinity (normalized) is 0.394. (2) The peptide sequence is TLTPMMSSKFPELGM. The MHC is DRB1_0701 with pseudo-sequence DRB1_0701. The binding affinity (normalized) is 0.0949.